Dataset: Reaction yield outcomes from USPTO patents with 853,638 reactions. Task: Predict the reaction yield, written as a fraction of the theoretical maximum amount of product (1.0 means a 100% yield; for example, 0.34 means a 34% yield). The reactants are [Br:1][C:2]1[CH:3]=[C:4]2[C:10]3([CH2:14][CH2:13][N:12]([C:15](=[O:21])[CH2:16][O:17]C(=O)C)[CH2:11]3)[CH2:9][N:8]([C:22]([NH:24][C:25]3[S:26][C:27]([Cl:30])=[CH:28][N:29]=3)=[O:23])[C:5]2=[CH:6][CH:7]=1.[OH-].[Na+]. The catalyst is O1CCCC1.CO.O. The product is [Br:1][C:2]1[CH:3]=[C:4]2[C:10]3([CH2:14][CH2:13][N:12]([C:15](=[O:21])[CH2:16][OH:17])[CH2:11]3)[CH2:9][N:8]([C:22]([NH:24][C:25]3[S:26][C:27]([Cl:30])=[CH:28][N:29]=3)=[O:23])[C:5]2=[CH:6][CH:7]=1. The yield is 0.650.